From a dataset of TCR-epitope binding with 47,182 pairs between 192 epitopes and 23,139 TCRs. Binary Classification. Given a T-cell receptor sequence (or CDR3 region) and an epitope sequence, predict whether binding occurs between them. The TCR CDR3 sequence is CASSPYGGTEQYF. Result: 1 (the TCR binds to the epitope). The epitope is YLNTLTLAV.